From a dataset of Full USPTO retrosynthesis dataset with 1.9M reactions from patents (1976-2016). Predict the reactants needed to synthesize the given product. (1) Given the product [C:31]([N:8]1[CH2:9][CH2:10][C:11]2[C:3]([C:1]#[N:2])=[C:4]([NH:12][C:13](=[O:22])/[CH:14]=[CH:15]/[C:16]3[CH:21]=[CH:20][CH:19]=[CH:18][CH:17]=3)[S:5][C:6]=2[CH2:7]1)(=[O:32])[CH3:30], predict the reactants needed to synthesize it. The reactants are: [C:1]([C:3]1[C:11]2[CH2:10][CH2:9][NH:8][CH2:7][C:6]=2[S:5][C:4]=1[NH:12][C:13](=[O:22])[CH:14]=[CH:15][C:16]1[CH:21]=[CH:20][CH:19]=[CH:18][CH:17]=1)#[N:2].N1C=CC=C(C=[CH:30][C:31](N)=[O:32])C=1.ClC(OCC)=S. (2) Given the product [C:17]1([O:16][C:14](=[O:15])[N:8]([CH2:1][C:2]2[CH:3]=[CH:4][CH:5]=[CH:6][CH:7]=2)[CH2:9][CH2:10][C:11]([N:48]2[C@H:47]([CH2:40][C:41]3[CH:46]=[CH:45][CH:44]=[CH:43][CH:42]=3)[CH2:51][O:50][C:49]2=[O:52])=[O:13])[CH:18]=[CH:23][CH:22]=[CH:21][CH:20]=1, predict the reactants needed to synthesize it. The reactants are: [CH2:1]([N:8]([C:14]([O:16][CH2:17][C:18]1[CH:23]=[CH:22][CH:21]=[CH:20]C=1)=[O:15])[CH2:9][CH2:10][C:11]([OH:13])=O)[C:2]1[CH:7]=[CH:6][CH:5]=[CH:4][CH:3]=1.C(N(CC)CC)C.C(Cl)(=O)C(C)(C)C.[Li+].[Cl-].[CH2:40]([C@@H:47]1[CH2:51][O:50][C:49](=[O:52])[NH:48]1)[C:41]1[CH:46]=[CH:45][CH:44]=[CH:43][CH:42]=1. (3) Given the product [OH:49][CH2:48][CH2:50][NH:51][C:44]([NH:18][C:17]1[CH:16]=[CH:15][C:14]([C:12]2[N:13]=[C:8]([N:7]3[CH2:6][CH2:5][O:4][CH2:3][C@@H:2]3[CH3:1])[C:9]3[CH2:24][CH2:23][N:22]([C:25]4[CH:30]=[CH:29][N:28]=[CH:27][N:26]=4)[CH2:21][C:10]=3[N:11]=2)=[CH:20][CH:19]=1)=[O:45], predict the reactants needed to synthesize it. The reactants are: [CH3:1][C@@H:2]1[N:7]([C:8]2[C:9]3[CH2:24][CH2:23][N:22]([C:25]4[CH:30]=[CH:29][N:28]=[CH:27][N:26]=4)[CH2:21][C:10]=3[N:11]=[C:12]([C:14]3[CH:20]=[CH:19][C:17]([NH2:18])=[CH:16][CH:15]=3)[N:13]=2)[CH2:6][CH2:5][O:4][CH2:3]1.O1CCOCC1.C(N(CC)CC)C.[C:44](Cl)(Cl)=[O:45].[CH2:48]([CH2:50][NH2:51])[OH:49]. (4) Given the product [F:1][C:2]1[C:9]([O:10][CH3:11])=[CH:8][CH:7]=[CH:6][C:3]=1[CH2:4][C:12]#[N:13], predict the reactants needed to synthesize it. The reactants are: [F:1][C:2]1[C:9]([O:10][CH3:11])=[CH:8][CH:7]=[CH:6][C:3]=1[CH2:4]Cl.[C-:12]#[N:13].[Na+].O. (5) Given the product [CH3:17][C:3]1[CH:4]=[C:5]([O:6][CH2:7][CH2:8][N:9]2[CH2:13][CH2:12][CH2:11][CH2:10]2)[CH:14]=[C:15]([CH3:16])[C:2]=1[CH:26]=[O:27], predict the reactants needed to synthesize it. The reactants are: Br[C:2]1[C:15]([CH3:16])=[CH:14][C:5]([O:6][CH2:7][CH2:8][N:9]2[CH2:13][CH2:12][CH2:11][CH2:10]2)=[CH:4][C:3]=1[CH3:17].[Li]CCCC.CN([CH:26]=[O:27])C.